From a dataset of Full USPTO retrosynthesis dataset with 1.9M reactions from patents (1976-2016). Predict the reactants needed to synthesize the given product. (1) Given the product [CH2:22]([C@@H:29]1[CH2:33][O:32][C:31](=[O:34])[N:30]1[C:35](=[O:45])[C@H:36]([CH2:40][S:41]([N:19]1[CH2:20][CH2:21][N:16]([C:13]2[N:14]=[CH:15][C:10]([C:7]3[CH:8]=[CH:9][C:4]([F:3])=[CH:5][CH:6]=3)=[CH:11][N:12]=2)[CH2:17][CH2:18]1)(=[O:43])=[O:42])[CH:37]([CH3:39])[CH3:38])[C:23]1[CH:28]=[CH:27][CH:26]=[CH:25][CH:24]=1, predict the reactants needed to synthesize it. The reactants are: Cl.Cl.[F:3][C:4]1[CH:9]=[CH:8][C:7]([C:10]2[CH:11]=[N:12][C:13]([N:16]3[CH2:21][CH2:20][NH:19][CH2:18][CH2:17]3)=[N:14][CH:15]=2)=[CH:6][CH:5]=1.[CH2:22]([C@@H:29]1[CH2:33][O:32][C:31](=[O:34])[N:30]1[C:35](=[O:45])[C@H:36]([CH2:40][S:41](Cl)(=[O:43])=[O:42])[CH:37]([CH3:39])[CH3:38])[C:23]1[CH:28]=[CH:27][CH:26]=[CH:25][CH:24]=1.C(N(CC)CC)C. (2) Given the product [C:16]([O:15][C:13]([N:10]1[CH2:11][CH2:12][CH:8]([C:5]2[CH:4]=[CH:3][C:2]([N:1]=[C:28]=[O:30])=[CH:7][CH:6]=2)[CH2:9]1)=[O:14])([CH3:19])([CH3:18])[CH3:17], predict the reactants needed to synthesize it. The reactants are: [NH2:1][C:2]1[CH:7]=[CH:6][C:5]([CH:8]2[CH2:12][CH2:11][N:10]([C:13]([O:15][C:16]([CH3:19])([CH3:18])[CH3:17])=[O:14])[CH2:9]2)=[CH:4][CH:3]=1.C(N(CC)CC)C.Cl[C:28](Cl)([O:30]C(=O)OC(Cl)(Cl)Cl)Cl. (3) Given the product [CH:1]([O:7][C:8]1[N:13]=[C:12]([S:14]([CH3:17])(=[O:16])=[O:15])[C:11]([C:18]2[CH:19]=[CH:20][C:21]([Cl:24])=[CH:22][CH:23]=2)=[C:10]([C:25]2[CH:30]=[CH:29][C:28]([Cl:31])=[CH:27][C:26]=2[Cl:32])[N:9]=1)([CH3:6])[CH3:2].[CH:38]([O:41][C:12]1[C:11]([C:18]2[CH:19]=[CH:20][C:21]([Cl:24])=[CH:22][CH:23]=2)=[C:10]([C:25]2[CH:30]=[CH:29][C:28]([Cl:31])=[CH:27][C:26]=2[Cl:32])[N:9]=[CH:8][N:13]=1)([CH3:40])[CH3:39], predict the reactants needed to synthesize it. The reactants are: [CH:1]1([O:7][C:8]2[N:13]=[C:12]([S:14]([CH3:17])(=[O:16])=[O:15])[C:11]([C:18]3[CH:23]=[CH:22][C:21]([Cl:24])=[CH:20][CH:19]=3)=[C:10]([C:25]3[CH:30]=[CH:29][C:28]([Cl:31])=[CH:27][C:26]=3[Cl:32])[N:9]=2)[CH2:6]CCC[CH2:2]1.C([Li])CCC.[CH:38]([OH:41])([CH3:40])[CH3:39].